Dataset: Catalyst prediction with 721,799 reactions and 888 catalyst types from USPTO. Task: Predict which catalyst facilitates the given reaction. (1) Reactant: [Br:1][C:2]1[N:3]=[C:4]([S:11][CH3:12])[C:5]2[N:6]([CH:8]=[CH:9][N:10]=2)[CH:7]=1.[I:13]N1C(=O)CCC1=O. Product: [Br:1][C:2]1[N:3]=[C:4]([S:11][CH3:12])[C:5]2[N:6]([C:8]([I:13])=[CH:9][N:10]=2)[CH:7]=1. The catalyst class is: 9. (2) Reactant: Cl[C:2]1[N:7]=[C:6]([N:8]2[CH2:11][CH:10]([O:12][C:13]3[CH:18]=[CH:17][C:16]([Cl:19])=[CH:15][C:14]=3[F:20])[CH2:9]2)[N:5]=[C:4]([CH3:21])[N:3]=1.CCN(C(C)C)C(C)C.[NH2:31][C:32]1[CH:33]=[C:34]([CH:39]=[CH:40][CH:41]=1)[C:35]([NH:37][CH3:38])=[O:36]. Product: [Cl:19][C:16]1[CH:17]=[CH:18][C:13]([O:12][CH:10]2[CH2:11][N:8]([C:6]3[N:5]=[C:4]([CH3:21])[N:3]=[C:2]([NH:31][C:32]4[CH:33]=[C:34]([CH:39]=[CH:40][CH:41]=4)[C:35]([NH:37][CH3:38])=[O:36])[N:7]=3)[CH2:9]2)=[C:14]([F:20])[CH:15]=1. The catalyst class is: 32.